Task: Predict which catalyst facilitates the given reaction.. Dataset: Catalyst prediction with 721,799 reactions and 888 catalyst types from USPTO (1) Reactant: Cl[C:2]1[N:7]=[C:6]([CH2:8][CH2:9][C:10]2[CH:15]=[CH:14][CH:13]=[CH:12][C:11]=2[C:16]2([C:19]([NH2:21])=[O:20])[CH2:18][CH2:17]2)[C:5]([Cl:22])=[CH:4][N:3]=1.[NH2:23][C:24]1[CH:25]=[N:26][N:27]([CH:29]2[CH2:33][CH2:32][N:31]([C:34]([O:36][C:37]([CH3:40])([CH3:39])[CH3:38])=[O:35])[CH2:30]2)[CH:28]=1. Product: [C:19]([C:16]1([C:11]2[CH:12]=[CH:13][CH:14]=[CH:15][C:10]=2[CH2:9][CH2:8][C:6]2[C:5]([Cl:22])=[CH:4][N:3]=[C:2]([NH:23][C:24]3[CH:25]=[N:26][N:27]([CH:29]4[CH2:33][CH2:32][N:31]([C:34]([O:36][C:37]([CH3:40])([CH3:39])[CH3:38])=[O:35])[CH2:30]4)[CH:28]=3)[N:7]=2)[CH2:18][CH2:17]1)(=[O:20])[NH2:21]. The catalyst class is: 24. (2) Reactant: [C:1]1([NH:7][C:8](=O)[CH2:9][CH3:10])[CH:6]=[CH:5][CH:4]=[CH:3][CH:2]=1.N1C=CC=CC=1.P(Cl)(Cl)([Cl:20])=O. Product: [C:1]1([N:7]=[C:8]([Cl:20])[CH2:9][CH3:10])[CH:6]=[CH:5][CH:4]=[CH:3][CH:2]=1. The catalyst class is: 4.